From a dataset of Full USPTO retrosynthesis dataset with 1.9M reactions from patents (1976-2016). Predict the reactants needed to synthesize the given product. Given the product [CH3:1][C:2]1([CH3:32])[CH2:11][CH:10]=[C:9]([C:12]2[CH:17]=[CH:16][C:15]([Cl:18])=[CH:14][CH:13]=2)[C:8]2[CH:7]=[C:6]([C:19]#[C:20][C:21]3[CH:22]=[CH:23][C:24]([C:25]([OH:27])=[O:26])=[CH:30][CH:31]=3)[CH:5]=[CH:4][C:3]1=2, predict the reactants needed to synthesize it. The reactants are: [CH3:1][C:2]1([CH3:32])[CH2:11][CH:10]=[C:9]([C:12]2[CH:17]=[CH:16][C:15]([Cl:18])=[CH:14][CH:13]=2)[C:8]2[CH:7]=[C:6]([C:19]#[C:20][C:21]3[CH:31]=[CH:30][C:24]([C:25]([O:27]CC)=[O:26])=[CH:23][CH:22]=3)[CH:5]=[CH:4][C:3]1=2.[OH-].[Na+].Cl.